Dataset: Reaction yield outcomes from USPTO patents with 853,638 reactions. Task: Predict the reaction yield, written as a fraction of the theoretical maximum amount of product (1.0 means a 100% yield; for example, 0.34 means a 34% yield). The yield is 0.800. The catalyst is C1COCC1.O. The reactants are [F:1][C:2]([F:26])([F:25])[O:3][C:4]1[CH:9]=[CH:8][C:7]([NH:10][C:11]2[C:20]3[C:15](=[CH:16][C:17]([C:21]([O:23]C)=[O:22])=[CH:18][CH:19]=3)[N:14]=[CH:13][N:12]=2)=[CH:6][CH:5]=1.[Li+].[OH-]. The product is [F:26][C:2]([F:1])([F:25])[O:3][C:4]1[CH:9]=[CH:8][C:7]([NH:10][C:11]2[C:20]3[C:15](=[CH:16][C:17]([C:21]([OH:23])=[O:22])=[CH:18][CH:19]=3)[N:14]=[CH:13][N:12]=2)=[CH:6][CH:5]=1.